This data is from Catalyst prediction with 721,799 reactions and 888 catalyst types from USPTO. The task is: Predict which catalyst facilitates the given reaction. (1) Reactant: C(O)(C(F)(F)F)=O.[NH2:8][C:9](=[O:49])[CH2:10][C:11]1[CH:48]=[CH:47][CH:46]=[CH:45][C:12]=1[CH2:13][CH2:14][C:15]1[C:20]([C:21]([F:24])([F:23])[F:22])=[CH:19][N:18]=[C:17]([NH:25][C:26]2[CH:27]=[CH:28][C:29]([CH:32]3[CH2:37][CH2:36][N:35](C(OC(C)(C)C)=O)[CH2:34][CH2:33]3)=[N:30][CH:31]=2)[N:16]=1. Product: [NH:35]1[CH2:36][CH2:37][CH:32]([C:29]2[N:30]=[CH:31][C:26]([NH:25][C:17]3[N:16]=[C:15]([CH2:14][CH2:13][C:12]4[CH:45]=[CH:46][CH:47]=[CH:48][C:11]=4[CH2:10][C:9]([NH2:8])=[O:49])[C:20]([C:21]([F:23])([F:22])[F:24])=[CH:19][N:18]=3)=[CH:27][CH:28]=2)[CH2:33][CH2:34]1. The catalyst class is: 2. (2) The catalyst class is: 1. Product: [CH2:34]([O:41][C:42]1[CH:43]=[CH:44][C:45]([O:48][CH:50]2[CH2:55][CH2:54][CH:53]([C:56]([O:58][CH2:59][CH3:60])=[O:57])[CH2:52][CH2:51]2)=[CH:46][CH:47]=1)[C:35]1[CH:36]=[CH:37][CH:38]=[CH:39][CH:40]=1. Reactant: C1(P(C2C=CC=CC=2)C2C=CC=CC=2)C=CC=CC=1.CC(OC(/N=N/C(OC(C)C)=O)=O)C.[CH2:34]([O:41][C:42]1[CH:47]=[CH:46][C:45]([OH:48])=[CH:44][CH:43]=1)[C:35]1[CH:40]=[CH:39][CH:38]=[CH:37][CH:36]=1.O[CH:50]1[CH2:55][CH2:54][CH:53]([C:56]([O:58][CH2:59][CH3:60])=[O:57])[CH2:52][CH2:51]1. (3) Reactant: [CH3:1][S:2][C:3]1[N:8]=[C:7]([CH2:9][CH:10]=O)[C:6]([C:12](OCC)=[O:13])=[C:5]([NH:17][C:18]2[CH:23]=[CH:22][CH:21]=[C:20]([C:24]3[N:29]=[CH:28][CH:27]=[CH:26][N:25]=3)[CH:19]=2)[N:4]=1.[CH2:30]([NH2:39])[C:31]1[CH:38]=[CH:37][C:34]([O:35][CH3:36])=[CH:33][CH:32]=1.CC(O)=O.[BH-](OC(C)=O)(OC(C)=O)OC(C)=O.[Na+]. Product: [CH3:36][O:35][C:34]1[CH:37]=[CH:38][C:31]([CH2:30][N:39]2[CH2:10][CH2:9][C:7]3[N:8]=[C:3]([S:2][CH3:1])[N:4]=[C:5]([NH:17][C:18]4[CH:23]=[CH:22][CH:21]=[C:20]([C:24]5[N:29]=[CH:28][CH:27]=[CH:26][N:25]=5)[CH:19]=4)[C:6]=3[C:12]2=[O:13])=[CH:32][CH:33]=1. The catalyst class is: 279. (4) Reactant: [Br:1][C:2]1[S:3][C:4]2[C:10]([O:11][S:12]([C:15]([F:18])([F:17])[F:16])(=[O:14])=[O:13])=[C:9]([CH:19]([OH:25])[C:20]([O:22][CH2:23][CH3:24])=[O:21])[C:8]([CH3:26])=[CH:7][C:5]=2[N:6]=1.CC(OI1(OC(C)=O)(OC(C)=O)OC(=O)C2C=CC=CC1=2)=O.O.[O-]S(S([O-])=O)=O.[Na+].[Na+]. Product: [Br:1][C:2]1[S:3][C:4]2[C:10]([O:11][S:12]([C:15]([F:18])([F:17])[F:16])(=[O:14])=[O:13])=[C:9]([C:19](=[O:25])[C:20]([O:22][CH2:23][CH3:24])=[O:21])[C:8]([CH3:26])=[CH:7][C:5]=2[N:6]=1. The catalyst class is: 2. (5) Reactant: [N+:1]([C:4]1[CH:5]=[C:6]([CH:10]=[C:11]([C:13]([F:16])([F:15])[F:14])[CH:12]=1)[C:7]([OH:9])=[O:8])([O-])=O.[H][H]. Product: [NH2:1][C:4]1[CH:5]=[C:6]([CH:10]=[C:11]([C:13]([F:14])([F:15])[F:16])[CH:12]=1)[C:7]([OH:9])=[O:8]. The catalyst class is: 171. (6) Reactant: C([N-][CH:5]([CH3:7])C)(C)C.[Li+].[CH3:9][O:10][C:11]1[N:16]=[CH:15][C:14]([CH2:17][C:18]#[N:19])=[CH:13][CH:12]=1.Br[CH2:21][C:22]([O:24][CH2:25][CH3:26])=[O:23].[Cl-].[NH4+]. Product: [C:18]([C:17]([C:14]1[CH:15]=[N:16][C:11]([O:10][CH3:9])=[CH:12][CH:13]=1)([CH2:21][C:22]([O:24][CH2:5][CH3:7])=[O:23])[CH2:21][C:22]([O:24][CH2:25][CH3:26])=[O:23])#[N:19]. The catalyst class is: 7. (7) Reactant: [C:1]([C:3]([C:19]#[N:20])=[C:4]([OH:18])[C:5]1[CH:10]=[CH:9][C:8]([O:11][C:12]2[CH:17]=[CH:16][CH:15]=[CH:14][CH:13]=2)=[CH:7][CH:6]=1)#[N:2].[CH:21](N(C(C)C)CC)(C)C.C[Si](C=[N+]=[N-])(C)C. Product: [C:1]([C:3]([C:19]#[N:20])=[C:4]([O:18][CH3:21])[C:5]1[CH:10]=[CH:9][C:8]([O:11][C:12]2[CH:13]=[CH:14][CH:15]=[CH:16][CH:17]=2)=[CH:7][CH:6]=1)#[N:2]. The catalyst class is: 382.